This data is from Catalyst prediction with 721,799 reactions and 888 catalyst types from USPTO. The task is: Predict which catalyst facilitates the given reaction. (1) Reactant: [C:1]([C:5]1[CH:6]=[C:7]([C:20]([OH:22])=O)[N:8]([CH2:10][C:11]2[C:16]([CH3:17])=[CH:15][C:14]([CH3:18])=[CH:13][C:12]=2[CH3:19])[N:9]=1)([CH3:4])([CH3:3])[CH3:2].[N+:23]([C:26]1[CH:27]=[C:28]([S:32]([NH2:35])(=[O:34])=[O:33])[CH:29]=[CH:30][CH:31]=1)([O-:25])=[O:24].CN(C(ON1N=NC2C=CC=NC1=2)=[N+](C)C)C.F[P-](F)(F)(F)(F)F.C(N(CC)CC)C. Product: [C:1]([C:5]1[CH:6]=[C:7]([C:20]([NH:35][S:32]([C:28]2[CH:29]=[CH:30][CH:31]=[C:26]([N+:23]([O-:25])=[O:24])[CH:27]=2)(=[O:34])=[O:33])=[O:22])[N:8]([CH2:10][C:11]2[C:16]([CH3:17])=[CH:15][C:14]([CH3:18])=[CH:13][C:12]=2[CH3:19])[N:9]=1)([CH3:2])([CH3:4])[CH3:3]. The catalyst class is: 9. (2) Reactant: [CH3:1][C:2]1[C:6]([CH2:7][OH:8])=[CH:5][N:4]([C:9]2[CH:14]=[CH:13][N:12]=[C:11]([NH:15][C:16]3[CH:17]=[C:18]4[C:22](=[CH:23][CH:24]=3)[N:21]([CH3:25])[CH:20]=[CH:19]4)[N:10]=2)[N:3]=1. Product: [CH3:1][C:2]1[C:6]([CH:7]=[O:8])=[CH:5][N:4]([C:9]2[CH:14]=[CH:13][N:12]=[C:11]([NH:15][C:16]3[CH:17]=[C:18]4[C:22](=[CH:23][CH:24]=3)[N:21]([CH3:25])[CH:20]=[CH:19]4)[N:10]=2)[N:3]=1. The catalyst class is: 704. (3) The catalyst class is: 7. Reactant: [CH:1]1[C:10]2[C:5](=[CH:6][CH:7]=[CH:8][CH:9]=2)[CH:4]=[CH:3][C:2]=1[CH2:11][OH:12].[H-].[Na+].[NH2:15][C:16]1[C:25](Cl)=[N:24][C:23]2[C:18](=[CH:19][CH:20]=[CH:21][CH:22]=2)[N:17]=1. Product: [NH2:15][C:16]1[C:25]([O:12][CH2:11][C:2]2[CH:3]=[CH:4][C:5]3[C:10](=[CH:9][CH:8]=[CH:7][CH:6]=3)[CH:1]=2)=[N:24][C:23]2[C:18](=[CH:19][CH:20]=[CH:21][CH:22]=2)[N:17]=1. (4) Reactant: [H-].[Na+].[CH3:3][O:4][C:5]([C:7]1[NH:8][CH:9]=[CH:10][CH:11]=1)=[O:6].[C:12]([O:16][C:17](=[O:21])[CH:18](Br)[CH3:19])([CH3:15])([CH3:14])[CH3:13].Cl. Product: [CH3:3][O:4][C:5]([C:7]1[N:8]([CH:18]([C:17]([O:16][C:12]([CH3:15])([CH3:14])[CH3:13])=[O:21])[CH3:19])[CH:9]=[CH:10][CH:11]=1)=[O:6]. The catalyst class is: 9. (5) Reactant: [CH2:1]([O:5][C:6]([N:8]1[CH2:13][CH2:12][N:11]([C:14](=[O:20])[C@@H:15]([NH2:19])[CH:16]([CH3:18])[CH3:17])[CH2:10][CH2:9]1)=[O:7])[CH2:2][CH2:3][CH3:4].[C:21]1([C:27]2[S:28][CH:29]=[C:30]([C:32](O)=[O:33])[N:31]=2)[CH:26]=[CH:25][CH:24]=[CH:23][CH:22]=1. Product: [CH2:1]([O:5][C:6]([N:8]1[CH2:9][CH2:10][N:11]([C:14](=[O:20])[C@@H:15]([NH:19][C:32]([C:30]2[N:31]=[C:27]([C:21]3[CH:22]=[CH:23][CH:24]=[CH:25][CH:26]=3)[S:28][CH:29]=2)=[O:33])[CH:16]([CH3:17])[CH3:18])[CH2:12][CH2:13]1)=[O:7])[CH2:2][CH2:3][CH3:4]. The catalyst class is: 2. (6) Reactant: [CH2:1]([NH2:4])[CH2:2][CH3:3].Cl.[CH2:6]1[O:16][C:9]2([CH2:14][CH2:13][CH2:12][CH2:11][C:10]2=O)[O:8][CH2:7]1.C([BH3-])#N.[Na+].C(=O)([O-])[O-].[Na+].[Na+]. Product: [CH2:6]1[O:16][C:9]2([CH2:14][CH2:13][CH:12]([NH:4][CH2:1][CH2:2][CH3:3])[CH2:11][CH2:10]2)[O:8][CH2:7]1. The catalyst class is: 24. (7) Reactant: C(O[C:6]([N:8]1[CH2:13][CH2:12][C@H:11]([O:14][CH3:15])[C@H:10]([F:16])[CH2:9]1)=O)(C)(C)C.ClC1[N:23]=[C:22]([NH2:24])[CH:21]=[CH:20][N:19]=1.C(N(CC)CC)C.C(O)(C)C. Product: [F:16][C@H:10]1[C@@H:11]([O:14][CH3:15])[CH2:12][CH2:13][N:8]([C:6]2[N:23]=[C:22]([NH2:24])[CH:21]=[CH:20][N:19]=2)[CH2:9]1. The catalyst class is: 89. (8) Reactant: [CH3:1][Mg]Br.[Br:4][C:5]1[CH:19]=[CH:18][C:8]([CH:9]=[N:10][S:11]([C:14]([CH3:17])([CH3:16])[CH3:15])(=[O:13])=[O:12])=[CH:7][C:6]=1[F:20]. Product: [Br:4][C:5]1[CH:19]=[CH:18][C:8]([CH:9]([NH:10][S:11]([C:14]([CH3:16])([CH3:17])[CH3:15])(=[O:13])=[O:12])[CH3:1])=[CH:7][C:6]=1[F:20]. The catalyst class is: 1. (9) Reactant: C([O:3][C:4]([C:6]1[CH:7]=[C:8]2[C:13](=[CH:14][CH:15]=1)[N:12]([C:16](=[O:18])[CH3:17])[C@@H:11]([CH2:19][CH3:20])[C@H:10]([CH3:21])[C@H:9]2[NH:22][C:23]1[N:28]=[C:27]([CH3:29])[CH:26]=[CH:25][N:24]=1)=[O:5])C.[OH-].[Li+].Cl.CO.C(Cl)Cl. Product: [C:16]([N:12]1[C:13]2[C:8](=[CH:7][C:6]([C:4]([OH:5])=[O:3])=[CH:15][CH:14]=2)[C@H:9]([NH:22][C:23]2[N:28]=[C:27]([CH3:29])[CH:26]=[CH:25][N:24]=2)[C@@H:10]([CH3:21])[C@@H:11]1[CH2:19][CH3:20])(=[O:18])[CH3:17]. The catalyst class is: 30.